From a dataset of Forward reaction prediction with 1.9M reactions from USPTO patents (1976-2016). Predict the product of the given reaction. Given the reactants [CH:1]1([N:5]2[CH2:11][CH2:10][C:9]3[CH:12]=[C:13]([CH:16](S(C4C=CC=CC=4)(=O)=O)[C:17](=[O:29])[CH2:18][CH:19]4[CH2:24][CH2:23][N:22]([C:25](=[O:28])[CH2:26][CH3:27])[CH2:21][CH2:20]4)[CH:14]=[CH:15][C:8]=3[CH2:7][CH2:6]2)[CH2:4][CH2:3][CH2:2]1.[Cl-].[NH4+].C(O)(=O)C.[OH-].[Na+], predict the reaction product. The product is: [CH:1]1([N:5]2[CH2:11][CH2:10][C:9]3[CH:12]=[C:13]([CH2:16][C:17](=[O:29])[CH2:18][CH:19]4[CH2:20][CH2:21][N:22]([C:25](=[O:28])[CH2:26][CH3:27])[CH2:23][CH2:24]4)[CH:14]=[CH:15][C:8]=3[CH2:7][CH2:6]2)[CH2:4][CH2:3][CH2:2]1.